Predict which catalyst facilitates the given reaction. From a dataset of Catalyst prediction with 721,799 reactions and 888 catalyst types from USPTO. Reactant: [C:1]([C:3]1[C:11]2[C:6](=[CH:7][CH:8]=[CH:9][CH:10]=2)[NH:5][CH:4]=1)#[N:2].[CH2:12]=[O:13].C(N(CC)CC)C. Product: [C:1]([C:3]1[C:11]2[C:6](=[CH:7][CH:8]=[CH:9][CH:10]=2)[N:5]([CH2:12][OH:13])[CH:4]=1)#[N:2]. The catalyst class is: 21.